Dataset: Forward reaction prediction with 1.9M reactions from USPTO patents (1976-2016). Task: Predict the product of the given reaction. (1) Given the reactants [CH:1]1([C:4]2[N:9]=[C:8]([CH2:10][N:11]3[C:19]4[C:14](=[C:15]([NH:20][C:21]([C:23]5[N:27]6[CH:28]=[CH:29][C:30]([O:32][CH2:33][CH2:34][N:35]7[CH2:40][CH2:39][N:38]([CH3:41])[C@H:37]([CH3:42])[CH2:36]7)=[CH:31][C:26]6=[N:25][CH:24]=5)=[O:22])[CH:16]=[CH:17][CH:18]=4)[C:13]([CH3:43])=[N:12]3)[CH:7]=[CH:6][CH:5]=2)[CH2:3][CH2:2]1.[ClH:44].O1CCOCC1, predict the reaction product. The product is: [ClH:44].[ClH:44].[CH:1]1([C:4]2[N:9]=[C:8]([CH2:10][N:11]3[C:19]4[C:14](=[C:15]([NH:20][C:21]([C:23]5[N:27]6[CH:28]=[CH:29][C:30]([O:32][CH2:33][CH2:34][N:35]7[CH2:40][CH2:39][N:38]([CH3:41])[C@H:37]([CH3:42])[CH2:36]7)=[CH:31][C:26]6=[N:25][CH:24]=5)=[O:22])[CH:16]=[CH:17][CH:18]=4)[C:13]([CH3:43])=[N:12]3)[CH:7]=[CH:6][CH:5]=2)[CH2:3][CH2:2]1. (2) Given the reactants C([O:4][C:5]1[CH:13]=[CH:12][C:11]([Cl:14])=[CH:10][C:6]=1[C:7](Cl)=[O:8])(=O)C.C(N(CC)CC)C.[NH2:22][C:23]1[CH:28]=[CH:27][N:26]=[CH:25][C:24]=1[Cl:29], predict the reaction product. The product is: [Cl:14][C:11]1[CH:12]=[CH:13][C:5]([OH:4])=[C:6]([CH:10]=1)[C:7]([NH:22][C:23]1[CH:28]=[CH:27][N:26]=[CH:25][C:24]=1[Cl:29])=[O:8]. (3) Given the reactants [CH3:1][O:2][C:3]1[CH:4]=[C:5]2[C:10](=[CH:11][C:12]=1[O:13][CH3:14])[N:9]=[CH:8][CH:7]=[C:6]2[O:15][C:16]1[C:22]([CH3:23])=[CH:21][C:19]([NH2:20])=[C:18]([CH3:24])[CH:17]=1.ClC(Cl)(O[C:29](=[O:35])[O:30][C:31](Cl)(Cl)Cl)Cl.OC[CH2:39][N:40]1[C:48](=[O:49])[C:47]2[C:42](=[CH:43][CH:44]=[CH:45][CH:46]=2)[C:41]1=[O:50].C(=O)(O)[O-].[Na+], predict the reaction product. The product is: [CH3:1][O:2][C:3]1[CH:4]=[C:5]2[C:10](=[CH:11][C:12]=1[O:13][CH3:14])[N:9]=[CH:8][CH:7]=[C:6]2[O:15][C:16]1[C:22]([CH3:23])=[CH:21][C:19]([NH:20][C:29](=[O:35])[O:30][CH2:31][CH2:39][N:40]2[C:48](=[O:49])[C:47]3[C:42](=[CH:43][CH:44]=[CH:45][CH:46]=3)[C:41]2=[O:50])=[C:18]([CH3:24])[CH:17]=1. (4) Given the reactants [NH2:1][C:2]1[C:11]2[C:6](=[C:7]([F:25])[C:8]([NH:16][C:17]3[CH:22]=[CH:21][C:20]([Br:23])=[CH:19][C:18]=3[F:24])=[C:9]([C:12]([NH:14][NH2:15])=[O:13])[CH:10]=2)[N:5]=[N:4][CH:3]=1.Br[C:27]#[N:28].C([O-])(O)=O.[Na+], predict the reaction product. The product is: [NH2:28][C:27]1[O:13][C:12]([C:9]2[CH:10]=[C:11]3[C:6](=[C:7]([F:25])[C:8]=2[NH:16][C:17]2[CH:22]=[CH:21][C:20]([Br:23])=[CH:19][C:18]=2[F:24])[N:5]=[N:4][CH:3]=[C:2]3[NH2:1])=[N:14][N:15]=1. (5) Given the reactants Cl[CH2:2][C:3]1[O:7][N:6]=[C:5]([C:8]2[CH:13]=[CH:12][CH:11]=[CH:10][CH:9]=2)[N:4]=1.[C:14]1([S:20]([O-:22])=[O:21])[CH:19]=[CH:18][CH:17]=[CH:16][CH:15]=1.[Na+].C1OCCOCCOCCOCCOCCOC1, predict the reaction product. The product is: [C:14]1([S:20]([CH2:2][C:3]2[O:7][N:6]=[C:5]([C:8]3[CH:13]=[CH:12][CH:11]=[CH:10][CH:9]=3)[N:4]=2)(=[O:22])=[O:21])[CH:19]=[CH:18][CH:17]=[CH:16][CH:15]=1. (6) The product is: [Cl:1][C:2]1[CH:3]=[CH:4][C:5]([C:8]2[N:9]=[C:10]([CH2:24][C:25]#[N:26])[C:11]([C:21]([NH:34][N:28]3[CH2:33][CH2:32][CH2:31][CH2:30][CH2:29]3)=[O:22])=[N:12][C:13]=2[C:14]2[CH:15]=[CH:16][C:17]([Cl:20])=[CH:18][CH:19]=2)=[CH:6][CH:7]=1. Given the reactants [Cl:1][C:2]1[CH:7]=[CH:6][C:5]([C:8]2[N:9]=[C:10]([CH2:24][C:25]#[N:26])[C:11]([C:21](O)=[O:22])=[N:12][C:13]=2[C:14]2[CH:19]=[CH:18][C:17]([Cl:20])=[CH:16][CH:15]=2)=[CH:4][CH:3]=1.Cl.[N:28]1([NH2:34])[CH2:33][CH2:32][CH2:31][CH2:30][CH2:29]1.C1CN([P+](ON2N=NC3C=CC=CC2=3)(N2CCCC2)N2CCCC2)CC1.F[P-](F)(F)(F)(F)F, predict the reaction product. (7) Given the reactants Br[CH2:2][CH:3]1[CH2:8][CH2:7][CH2:6][N:5]([C:9]([O:11][C:12]([CH3:15])([CH3:14])[CH3:13])=[O:10])[CH2:4]1.[Br:16][C:17]1[CH:22]=[CH:21][C:20]([SH:23])=[CH:19][CH:18]=1.C(=O)([O-])[O-].[Cs+].[Cs+], predict the reaction product. The product is: [Br:16][C:17]1[CH:22]=[CH:21][C:20]([S:23][CH2:2][CH:3]2[CH2:8][CH2:7][CH2:6][N:5]([C:9]([O:11][C:12]([CH3:15])([CH3:14])[CH3:13])=[O:10])[CH2:4]2)=[CH:19][CH:18]=1. (8) Given the reactants [SH:1][C:2]1[CH:3]=[C:4]([OH:8])[CH:5]=[CH:6][CH:7]=1.[N+:9]([C:12]1[CH:17]=[C:16]([CH3:18])[C:15](Br)=[CH:14][C:13]=1[CH3:20])([O-:11])=[O:10].C([O-])([O-])=O.[K+].[K+].Cl, predict the reaction product. The product is: [N+:9]([C:12]1[CH:17]=[C:16]([CH3:18])[C:15]([S:1][C:2]2[CH:7]=[CH:6][CH:5]=[C:4]([OH:8])[CH:3]=2)=[CH:14][C:13]=1[CH3:20])([O-:11])=[O:10]. (9) Given the reactants [C:1]([NH:4][C:5]1[CH:10]=[CH:9][C:8]([C@@H:11]([CH3:16])[C:12]([O:14][CH3:15])=[O:13])=[CH:7][CH:6]=1)(=[S:3])[NH2:2].Br[CH2:18][C:19](=O)[C:20]([F:23])([F:22])[F:21], predict the reaction product. The product is: [F:21][C:20]([F:23])([F:22])[C:19]1[N:2]=[C:1]([NH:4][C:5]2[CH:6]=[CH:7][C:8]([C@@H:11]([CH3:16])[C:12]([O:14][CH3:15])=[O:13])=[CH:9][CH:10]=2)[S:3][CH:18]=1.